Dataset: Peptide-MHC class I binding affinity with 185,985 pairs from IEDB/IMGT. Task: Regression. Given a peptide amino acid sequence and an MHC pseudo amino acid sequence, predict their binding affinity value. This is MHC class I binding data. (1) The peptide sequence is GIAACLMTY. The MHC is HLA-A03:01 with pseudo-sequence HLA-A03:01. The binding affinity (normalized) is 0.0847. (2) The peptide sequence is LPQRHHIML. The MHC is HLA-B51:01 with pseudo-sequence HLA-B51:01. The binding affinity (normalized) is 0.0847.